The task is: Predict the reactants needed to synthesize the given product.. This data is from Full USPTO retrosynthesis dataset with 1.9M reactions from patents (1976-2016). (1) Given the product [Cl:15][C:16]1[CH:17]=[C:18]([CH:21]=[CH:22][C:23]=1[Cl:24])[CH2:19][NH:20][C:2]1[CH:3]=[CH:4][C:5]2[N:6]([C:8]([N+:12]([O-:14])=[O:13])=[C:9]([CH3:11])[N:10]=2)[N:7]=1, predict the reactants needed to synthesize it. The reactants are: Cl[C:2]1[CH:3]=[CH:4][C:5]2[N:6]([C:8]([N+:12]([O-:14])=[O:13])=[C:9]([CH3:11])[N:10]=2)[N:7]=1.[Cl:15][C:16]1[CH:17]=[C:18]([CH:21]=[CH:22][C:23]=1[Cl:24])[CH2:19][NH2:20]. (2) Given the product [Br:12][CH2:1][C:2]1[CH:11]=[CH:10][C:5]([C:6]([O:8][CH3:9])=[O:7])=[CH:4][N:3]=1, predict the reactants needed to synthesize it. The reactants are: [CH3:1][C:2]1[CH:11]=[CH:10][C:5]([C:6]([O:8][CH3:9])=[O:7])=[CH:4][N:3]=1.[Br:12]N1C(=O)CCC1=O.N(C(C)(C)C#N)=NC(C)(C)C#N.CCCCCC. (3) Given the product [C:8]([O:12][C:13]([NH:15][C@@H:16]1[CH2:22][CH2:21][C@@H:20]([C:23]2[CH:28]=[CH:27][CH:26]=[C:25]([F:29])[C:24]=2[F:30])[CH2:19][N:18]2[C:31]([C:34]([O:36][CH3:1])=[O:35])=[CH:32][N:33]=[C:17]12)=[O:14])([CH3:11])([CH3:9])[CH3:10], predict the reactants needed to synthesize it. The reactants are: [CH3:1][Si](C=[N+]=[N-])(C)C.[C:8]([O:12][C:13]([NH:15][C@@H:16]1[CH2:22][CH2:21][C@@H:20]([C:23]2[CH:28]=[CH:27][CH:26]=[C:25]([F:29])[C:24]=2[F:30])[CH2:19][N:18]2[C:31]([C:34]([OH:36])=[O:35])=[CH:32][N:33]=[C:17]12)=[O:14])([CH3:11])([CH3:10])[CH3:9]. (4) Given the product [CH3:1][C:2]1[C:7]([N+:8]([O-:10])=[O:9])=[CH:6][N:5]=[C:4]([NH:11][C:12](=[O:14])[CH3:13])[CH:3]=1, predict the reactants needed to synthesize it. The reactants are: [CH3:1][C:2]1[C:7]([N+:8]([O-:10])=[O:9])=[CH:6][N:5]=[C:4]([NH2:11])[CH:3]=1.[C:12](OC(=O)C)(=[O:14])[CH3:13].